From a dataset of NCI-60 drug combinations with 297,098 pairs across 59 cell lines. Regression. Given two drug SMILES strings and cell line genomic features, predict the synergy score measuring deviation from expected non-interaction effect. (1) Drug 1: C1CCN(CC1)CCOC2=CC=C(C=C2)C(=O)C3=C(SC4=C3C=CC(=C4)O)C5=CC=C(C=C5)O. Drug 2: CC1=C2C(C(=O)C3(C(CC4C(C3C(C(C2(C)C)(CC1OC(=O)C(C(C5=CC=CC=C5)NC(=O)OC(C)(C)C)O)O)OC(=O)C6=CC=CC=C6)(CO4)OC(=O)C)O)C)O. Cell line: HCT-15. Synergy scores: CSS=10.1, Synergy_ZIP=-0.655, Synergy_Bliss=4.48, Synergy_Loewe=1.68, Synergy_HSA=2.52. (2) Drug 1: CC1C(C(CC(O1)OC2CC(OC(C2O)C)OC3=CC4=CC5=C(C(=O)C(C(C5)C(C(=O)C(C(C)O)O)OC)OC6CC(C(C(O6)C)O)OC7CC(C(C(O7)C)O)OC8CC(C(C(O8)C)O)(C)O)C(=C4C(=C3C)O)O)O)O. Drug 2: CN(CC1=CN=C2C(=N1)C(=NC(=N2)N)N)C3=CC=C(C=C3)C(=O)NC(CCC(=O)O)C(=O)O. Cell line: DU-145. Synergy scores: CSS=39.2, Synergy_ZIP=-2.49, Synergy_Bliss=-2.24, Synergy_Loewe=-9.91, Synergy_HSA=0.249. (3) Cell line: RXF 393. Synergy scores: CSS=14.4, Synergy_ZIP=-6.26, Synergy_Bliss=-4.45, Synergy_Loewe=-3.23, Synergy_HSA=-2.65. Drug 1: C1CCC(CC1)NC(=O)N(CCCl)N=O. Drug 2: CCCS(=O)(=O)NC1=C(C(=C(C=C1)F)C(=O)C2=CNC3=C2C=C(C=N3)C4=CC=C(C=C4)Cl)F. (4) Drug 1: CCCS(=O)(=O)NC1=C(C(=C(C=C1)F)C(=O)C2=CNC3=C2C=C(C=N3)C4=CC=C(C=C4)Cl)F. Drug 2: C1C(C(OC1N2C=NC3=C(N=C(N=C32)Cl)N)CO)O. Cell line: IGROV1. Synergy scores: CSS=-2.93, Synergy_ZIP=-1.01, Synergy_Bliss=-5.53, Synergy_Loewe=-7.40, Synergy_HSA=-7.25.